From a dataset of CYP2C19 inhibition data for predicting drug metabolism from PubChem BioAssay. Regression/Classification. Given a drug SMILES string, predict its absorption, distribution, metabolism, or excretion properties. Task type varies by dataset: regression for continuous measurements (e.g., permeability, clearance, half-life) or binary classification for categorical outcomes (e.g., BBB penetration, CYP inhibition). Dataset: cyp2c19_veith. (1) The molecule is CSc1nsc(SC)c1NC(=O)OCc1ccccc1. The result is 1 (inhibitor). (2) The compound is N#CC(c1ccccn1)(c1ncc(C(F)(F)F)cc1Cl)N1CCOCC1. The result is 1 (inhibitor).